This data is from Retrosynthesis with 50K atom-mapped reactions and 10 reaction types from USPTO. The task is: Predict the reactants needed to synthesize the given product. (1) Given the product Nc1ccc(S(=O)(=O)N2CCN(C(=O)OCc3ccccc3)CC2)cc1, predict the reactants needed to synthesize it. The reactants are: O=C(OCc1ccccc1)N1CCN(S(=O)(=O)c2ccc([N+](=O)[O-])cc2)CC1. (2) The reactants are: CC(C)(C)[Si](C)(C)OCCN[C@H]1CCN(c2ccc3c(NC(=O)CCc4ccccc4Cl)c(Cl)ccc3n2)C1. Given the product O=C(CCc1ccccc1Cl)Nc1c(Cl)ccc2nc(N3CC[C@H](NCCO)C3)ccc12, predict the reactants needed to synthesize it. (3) Given the product CCCC(=O)NC1=CC(=O)CCC1, predict the reactants needed to synthesize it. The reactants are: CCCC(=O)O.NC1=CC(=O)CCC1. (4) Given the product COc1cc2nc(N3CCC(Nc4ccc(C(=O)O)cn4)CC3)nc(N)c2cc1OC, predict the reactants needed to synthesize it. The reactants are: COC(=O)c1ccc(NC2CCN(c3nc(N)c4cc(OC)c(OC)cc4n3)CC2)nc1. (5) Given the product CC1(C)C[C@@H](c2ccncc2NC(=O)c2ccc(F)c(Br)n2)C[C@@H](N2C(=O)c3ccccc3C2=O)C1, predict the reactants needed to synthesize it. The reactants are: CC1(C)C[C@@H](c2ccncc2N)C[C@@H](N2C(=O)c3ccccc3C2=O)C1.O=C(O)c1ccc(F)c(Br)n1. (6) The reactants are: COc1ccc(CCNCC(O)c2ccccc2OCc2ccccc2)c(OC)c1OC. Given the product COc1ccc(CCNCC(O)c2ccccc2O)c(OC)c1OC, predict the reactants needed to synthesize it. (7) Given the product COc1nc(NCCN(C(=O)OC(C)(C)C)C(C)C)nc(OC)c1NC(=O)c1csc(Oc2cc(C(C)(C)C)ccc2C#N)n1, predict the reactants needed to synthesize it. The reactants are: CC(C)(C)c1ccc(C#N)c(O)c1.COc1nc(NCCN(C(=O)OC(C)(C)C)C(C)C)nc(OC)c1NC(=O)c1csc(Br)n1.